From a dataset of Full USPTO retrosynthesis dataset with 1.9M reactions from patents (1976-2016). Predict the reactants needed to synthesize the given product. Given the product [CH3:5][CH2:6][CH2:7][C:8]1[N:12]([CH2:13][C:14]2[CH:15]=[CH:16][C:17]([C:20]3[CH:21]=[CH:22][CH:23]=[CH:24][C:25]=3[C:26]3[NH:30][N:29]=[N:28][N:27]=3)=[CH:18][CH:19]=2)[C:11]([C:50]([O:52][CH2:53][C:54]2[O:59][C:57](=[O:58])[O:56][C:55]=2[CH3:60])=[O:51])=[C:10]([C:61]([OH:64])([CH3:63])[CH3:62])[N:9]=1, predict the reactants needed to synthesize it. The reactants are: C(O)(=O)C.[CH3:5][CH2:6][CH2:7][C:8]1[N:12]([CH2:13][C:14]2[CH:19]=[CH:18][C:17]([C:20]3[C:25]([C:26]4[N:30](C(C5C=CC=CC=5)(C5C=CC=CC=5)C5C=CC=CC=5)[N:29]=[N:28][N:27]=4)=[CH:24][CH:23]=[CH:22][CH:21]=3)=[CH:16][CH:15]=2)[C:11]([C:50]([O:52][CH2:53][C:54]2[O:59][C:57](=[O:58])[O:56][C:55]=2[CH3:60])=[O:51])=[C:10]([C:61]([OH:64])([CH3:63])[CH3:62])[N:9]=1.